From a dataset of Forward reaction prediction with 1.9M reactions from USPTO patents (1976-2016). Predict the product of the given reaction. (1) Given the reactants [CH3:1][C:2]1[CH:7]=[C:6]([C:8]2[CH:9]=[CH:10][C:11]3[N:18]4[CH2:19][C@H:14]([CH2:15][CH2:16][CH2:17]4)[NH:13][C:12]=3[N:20]=2)[CH:5]=[CH:4][N:3]=1.C(N(CC)CC)C.ClC(Cl)(O[C:32](=O)[O:33][C:34](Cl)(Cl)Cl)Cl.C[O:41][C:42]1[N:47]=[C:46]([NH2:48])[CH:45]=[N:44][CH:43]=1, predict the reaction product. The product is: [CH3:34][O:33][C:32]1[N:48]=[C:46]([NH:47][C:42]([N:13]2[C@@H:14]3[CH2:19][N:18]([CH2:17][CH2:16][CH2:15]3)[C:11]3[CH:10]=[CH:9][C:8]([C:6]4[CH:5]=[CH:4][N:3]=[C:2]([CH3:1])[CH:7]=4)=[N:20][C:12]2=3)=[O:41])[CH:45]=[N:44][CH:43]=1. (2) The product is: [C:1]([C:5]1[CH:6]=[C:7](/[CH:8]=[C:27](/[S:24]([C:18]2[CH:23]=[CH:22][CH:21]=[CH:20][CH:19]=2)(=[O:25])=[O:26])\[C:28]#[N:29])[CH:10]=[C:11]([C:14]([CH3:17])([CH3:16])[CH3:15])[C:12]=1[OH:13])([CH3:4])([CH3:3])[CH3:2]. Given the reactants [C:1]([C:5]1[CH:6]=[C:7]([CH:10]=[C:11]([C:14]([CH3:17])([CH3:16])[CH3:15])[C:12]=1[OH:13])[CH:8]=O)([CH3:4])([CH3:3])[CH3:2].[C:18]1([S:24]([CH2:27][C:28]#[N:29])(=[O:26])=[O:25])[CH:23]=[CH:22][CH:21]=[CH:20][CH:19]=1, predict the reaction product. (3) Given the reactants Br[C:2]1[CH:3]=[N:4][C:5]([C:8]#[C:9][C:10]([CH3:13])([CH3:12])[CH3:11])=[N:6][CH:7]=1.[Cu](C#N)[C:15]#[N:16], predict the reaction product. The product is: [CH3:11][C:10]([CH3:13])([CH3:12])[C:9]#[C:8][C:5]1[N:4]=[CH:3][C:2]([C:15]#[N:16])=[CH:7][N:6]=1. (4) Given the reactants Cl[C:2]1[C:11]2[C:6](=[CH:7][C:8]([O:14][CH3:15])=[C:9]([O:12][CH3:13])[CH:10]=2)[N:5]=[CH:4][CH:3]=1.Cl.[Br:17][C:18]1[CH:19]=[CH:20][C:21]2[O:27][CH2:26][CH2:25][NH:24][CH2:23][C:22]=2[CH:28]=1.C(N(C(C)C)CC)(C)C, predict the reaction product. The product is: [CH3:13][O:12][C:9]1[CH:10]=[C:11]2[C:6](=[CH:7][C:8]=1[O:14][CH3:15])[N:5]=[CH:4][CH:3]=[C:2]2[N:24]1[CH2:23][C:22]2[CH:28]=[C:18]([Br:17])[CH:19]=[CH:20][C:21]=2[O:27][CH2:26][CH2:25]1. (5) Given the reactants C(OC([N:8]1[CH2:12][CH:11]([O:13][C:14]2[CH:19]=[CH:18][CH:17]=[CH:16][CH:15]=2)[CH:10]2[N:20]([C:23](=[O:45])[CH:24]([NH:28][C:29](=[O:44])[CH:30]([N:32]([C:34]([O:36][CH2:37][C:38]3[CH:43]=[CH:42][CH:41]=[CH:40][CH:39]=3)=[O:35])[CH3:33])[CH3:31])[CH:25]([CH3:27])[CH3:26])[CH2:21][CH2:22][CH:9]12)=O)(C)(C)C.C(O)(C(F)(F)F)=O, predict the reaction product. The product is: [CH2:37]([O:36][C:34](=[O:35])[N:32]([CH3:33])[CH:30]([C:29](=[O:44])[NH:28][CH:24]([C:23]([N:20]1[CH2:21][CH2:22][CH:9]2[NH:8][CH2:12][CH:11]([O:13][C:14]3[CH:19]=[CH:18][CH:17]=[CH:16][CH:15]=3)[CH:10]12)=[O:45])[CH:25]([CH3:27])[CH3:26])[CH3:31])[C:38]1[CH:39]=[CH:40][CH:41]=[CH:42][CH:43]=1. (6) The product is: [Br:21][C:22]1[CH:23]=[C:24]([CH:29]=[CH:30][C:31]=1[CH2:32][NH:1][CH:2]([C:5]1[CH:10]=[CH:9][CH:8]=[CH:7][C:6]=1[C:11]([F:12])([F:13])[F:14])[CH2:3][OH:4])[C:25]([O:27][CH3:28])=[O:26]. Given the reactants [NH2:1][CH:2]([C:5]1[CH:10]=[CH:9][CH:8]=[CH:7][C:6]=1[C:11]([F:14])([F:13])[F:12])[CH2:3][OH:4].C([O-])([O-])=O.[K+].[K+].[Br:21][C:22]1[CH:23]=[C:24]([CH:29]=[CH:30][C:31]=1[CH2:32]Br)[C:25]([O:27][CH3:28])=[O:26], predict the reaction product. (7) Given the reactants N1C=CC=CC=1.[NH:7]1[C:17]2[C:12](=[CH:13][CH:14]=[CH:15][CH:16]=2)[C:10](=O)[C:8]1=[O:9].O1CCOCCOCCOCCOCCOCC1.[F-].[K+], predict the reaction product. The product is: [NH:7]1[C:17]2[C:12](=[CH:13][CH:14]=[CH:15][CH:16]=2)[CH2:10][C:8]1=[O:9].